Dataset: NCI-60 drug combinations with 297,098 pairs across 59 cell lines. Task: Regression. Given two drug SMILES strings and cell line genomic features, predict the synergy score measuring deviation from expected non-interaction effect. (1) Drug 1: C1CC(CNC1)C2=CC=C(C=C2)N3C=C4C=CC=C(C4=N3)C(=O)N. Drug 2: C1=CC(=C(C=C1I)F)NC2=C(C=CC(=C2F)F)C(=O)NOCC(CO)O. Cell line: NCIH23. Synergy scores: CSS=53.1, Synergy_ZIP=-10.4, Synergy_Bliss=-8.91, Synergy_Loewe=-3.68, Synergy_HSA=-0.701. (2) Drug 1: C1=CC(=CC=C1C#N)C(C2=CC=C(C=C2)C#N)N3C=NC=N3. Drug 2: C1=CC=C(C(=C1)C(C2=CC=C(C=C2)Cl)C(Cl)Cl)Cl. Cell line: NCIH23. Synergy scores: CSS=-4.30, Synergy_ZIP=1.08, Synergy_Bliss=-3.22, Synergy_Loewe=-2.45, Synergy_HSA=-5.17. (3) Drug 1: CC(C1=C(C=CC(=C1Cl)F)Cl)OC2=C(N=CC(=C2)C3=CN(N=C3)C4CCNCC4)N. Drug 2: CC12CCC(CC1=CCC3C2CCC4(C3CC=C4C5=CN=CC=C5)C)O. Cell line: NCI/ADR-RES. Synergy scores: CSS=14.7, Synergy_ZIP=-0.915, Synergy_Bliss=3.45, Synergy_Loewe=2.06, Synergy_HSA=2.06. (4) Drug 1: C1=CC(=CC=C1CC(C(=O)O)N)N(CCCl)CCCl.Cl. Drug 2: C1=CN(C(=O)N=C1N)C2C(C(C(O2)CO)O)O.Cl. Cell line: OVCAR-5. Synergy scores: CSS=23.1, Synergy_ZIP=-8.27, Synergy_Bliss=-4.41, Synergy_Loewe=-24.8, Synergy_HSA=-6.20. (5) Synergy scores: CSS=34.9, Synergy_ZIP=-5.15, Synergy_Bliss=-3.47, Synergy_Loewe=-8.43, Synergy_HSA=0.431. Cell line: SW-620. Drug 2: C1CCC(C(C1)N)N.C(=O)(C(=O)[O-])[O-].[Pt+4]. Drug 1: CS(=O)(=O)OCCCCOS(=O)(=O)C. (6) Drug 1: C1=CN(C(=O)N=C1N)C2C(C(C(O2)CO)O)O.Cl. Drug 2: CC(C)CN1C=NC2=C1C3=CC=CC=C3N=C2N. Cell line: SF-268. Synergy scores: CSS=8.23, Synergy_ZIP=-2.07, Synergy_Bliss=2.16, Synergy_Loewe=0.505, Synergy_HSA=0.909. (7) Drug 1: CC1=CC2C(CCC3(C2CCC3(C(=O)C)OC(=O)C)C)C4(C1=CC(=O)CC4)C. Drug 2: C1=CN(C=N1)CC(O)(P(=O)(O)O)P(=O)(O)O. Cell line: NCI-H226. Synergy scores: CSS=-2.34, Synergy_ZIP=1.04, Synergy_Bliss=-2.44, Synergy_Loewe=-42.3, Synergy_HSA=-7.98.